From a dataset of Reaction yield outcomes from USPTO patents with 853,638 reactions. Predict the reaction yield, written as a fraction of the theoretical maximum amount of product (1.0 means a 100% yield; for example, 0.34 means a 34% yield). (1) The reactants are [CH3:1][C:2]1[C:7]([O:8][C:9]2[CH:14]=[CH:13][N:12]=[C:11]([NH:15][C:16](=[O:19])[CH2:17][CH3:18])[CH:10]=2)=[CH:6][CH:5]=[C:4]([N+:20]([O-])=O)[N:3]=1. The catalyst is [Pd].CCOC(C)=O.CO. The product is [NH2:20][C:4]1[N:3]=[C:2]([CH3:1])[C:7]([O:8][C:9]2[CH:14]=[CH:13][N:12]=[C:11]([NH:15][C:16](=[O:19])[CH2:17][CH3:18])[CH:10]=2)=[CH:6][CH:5]=1. The yield is 0.850. (2) The reactants are [Br:1][C:2]1[CH:3]=[C:4]([CH:8]=[C:9]([I:11])[CH:10]=1)[C:5]([OH:7])=[O:6].S(=O)(=O)(O)O.[CH3:17]O. No catalyst specified. The product is [Br:1][C:2]1[CH:3]=[C:4]([CH:8]=[C:9]([I:11])[CH:10]=1)[C:5]([O:7][CH3:17])=[O:6]. The yield is 0.960. (3) The reactants are [Br:1][C:2]1[CH:7]=[CH:6][C:5]([Br:8])=[CH:4][C:3]=1[OH:9].[Br:10][CH2:11][CH2:12]Br. The catalyst is [OH-].[Na+]. The product is [Br:1][C:2]1[CH:7]=[CH:6][C:5]([Br:8])=[CH:4][C:3]=1[O:9][CH2:12][CH2:11][Br:10]. The yield is 0.510. (4) The reactants are [C:1]([O:8][CH2:9][CH3:10])(=[O:7])[C:2]([O:4][CH2:5][CH3:6])=O.O[CH2:12][C:13]([C:15]1C=C[CH:18]=[CH:17][CH:16]=1)=[O:14].CC[O-].[Na+].S(=O)(=O)(O)O. The catalyst is C(O)C.O.C1(C)C=CC=CC=1. The product is [O:14]=[C:13]1[C:15]2[C:5](=[CH:6][CH:18]=[CH:17][CH:16]=2)[O:4][C:2]([C:1]([O:8][CH2:9][CH3:10])=[O:7])=[CH:12]1. The yield is 0.950. (5) The reactants are [CH3:1][N:2]([C:6]1[CH:11]=[CH:10][CH:9]=[CH:8][CH:7]=1)[CH2:3][CH2:4]O.O=S(Cl)[Cl:14]. The catalyst is C(Cl)Cl. The product is [Cl:14][CH2:4][CH2:3][N:2]([CH3:1])[C:6]1[CH:11]=[CH:10][CH:9]=[CH:8][CH:7]=1. The yield is 0.393. (6) The reactants are [C:1]([C:3]1[C:11]2[O:10][C:9]([C:12]3[CH:17]=[CH:16][C:15]([C:18]4([NH:22]C(=O)OC(C)(C)C)[CH2:21][CH2:20][CH2:19]4)=[CH:14][CH:13]=3)=[C:8]([C:30]3[CH:35]=[CH:34][CH:33]=[CH:32][CH:31]=3)[C:7]=2[CH:6]=[CH:5][CH:4]=1)#[N:2].Cl. The catalyst is O1CCCC1.O1CCOCC1.C(OCC)(=O)C. The product is [NH2:22][C:18]1([C:15]2[CH:16]=[CH:17][C:12]([C:9]3[O:10][C:11]4[C:3]([C:1]#[N:2])=[CH:4][CH:5]=[CH:6][C:7]=4[C:8]=3[C:30]3[CH:35]=[CH:34][CH:33]=[CH:32][CH:31]=3)=[CH:13][CH:14]=2)[CH2:19][CH2:20][CH2:21]1. The yield is 0.450.